From a dataset of Forward reaction prediction with 1.9M reactions from USPTO patents (1976-2016). Predict the product of the given reaction. Given the reactants [Cl:1]C1C=CC=C[C:3]=1[C:8]1[N:9]=C([C:16]2[C:17](C)=[N:18][N:19]3C=CC=[CH:21][C:20]=23)SC=1C(O)=O.[CH2:26]([N:28]([CH2:31][CH3:32])[CH2:29][CH3:30])C.C[N:34]([CH3:37])[CH:35]=[O:36], predict the reaction product. The product is: [Cl-:1].[NH4+:9].[OH:36][N:28]1[C:31]2[CH:32]=[CH:21][CH:20]=[CH:16][C:17]=2[N:18]=[N:19]1.[ClH:1].[CH3:31][N:28]([CH3:26])[CH2:29][CH2:30][CH2:37][N:34]=[C:35]=[N:9][CH2:8][CH3:3].